This data is from Forward reaction prediction with 1.9M reactions from USPTO patents (1976-2016). The task is: Predict the product of the given reaction. Given the reactants O[N:2]=[C:3]1[CH2:6][CH:5]([NH:7][C:8](=NO)[O:9][C:10]([CH3:13])([CH3:12])[CH3:11])[C:4]1([CH3:17])[CH3:16].C[OH:19], predict the reaction product. The product is: [NH2:2][CH:3]1[CH2:6][CH:5]([NH:7][C:8](=[O:19])[O:9][C:10]([CH3:13])([CH3:12])[CH3:11])[C:4]1([CH3:17])[CH3:16].